Dataset: Catalyst prediction with 721,799 reactions and 888 catalyst types from USPTO. Task: Predict which catalyst facilitates the given reaction. Reactant: [CH:1]1([NH:4][C:5]2[C:10]([C:11]([NH2:13])=[O:12])=[CH:9][N:8]=[C:7]([NH:14][C:15]3[CH:20]=[CH:19][C:18]([CH:21]4[CH2:26][CH2:25][NH:24][CH2:23][CH2:22]4)=[CH:17][CH:16]=3)[N:6]=2)[CH2:3][CH2:2]1.[CH3:27][CH2:28][N:29](C(C)C)C(C)C.BrCC#N. Product: [C:28]([CH2:27][N:24]1[CH2:25][CH2:26][CH:21]([C:18]2[CH:19]=[CH:20][C:15]([NH:14][C:7]3[N:6]=[C:5]([NH:4][CH:1]4[CH2:3][CH2:2]4)[C:10]([C:11]([NH2:13])=[O:12])=[CH:9][N:8]=3)=[CH:16][CH:17]=2)[CH2:22][CH2:23]1)#[N:29]. The catalyst class is: 37.